From a dataset of Drug-target binding data from BindingDB using IC50 measurements. Regression. Given a target protein amino acid sequence and a drug SMILES string, predict the binding affinity score between them. We predict pIC50 (pIC50 = -log10(IC50 in M); higher means more potent). Dataset: bindingdb_ic50. The target protein (P97772) has sequence MVRLLLIFFPMIFLEMSILPRMPDRKVLLAGASSQRSVARMDGDVIIGALFSVHHQPPAEKVPERKCGEIREQYGIQRVEAMFHTLDKINADPVLLPNITLGSEIRDSCWHSSVALEQSIEFIRDSLISIRDEKDGLNRCLPDGQTLPPGRTKKPIAGVIGPGSSSVAIQVQNLLQLFDIPQIAYSATSIDLSDKTLYKYFLRVVPSDTLQARAMLDIVKRYNWTYVSAVHTEGNYGESGMDAFKELAAQEGLCIAHSDKIYSNAGEKSFDRLLRKLRERLPKARVVVCFCEGMTVRGLLSAMRRLGVVGEFSLIGSDGWADRDEVIEGYEVEANGGITIKLQSPEVRSFDDYFLKLRLDTNTRNPWFPEFWQHRFQCRLPGHLLENPNFKKVCTGNESLEENYVQDSKMGFVINAIYAMAHGLQNMHHALCPGYVGLCDAMKPIDGRKLLDFLIKSSFVGVSGEEVWFDEKGDAPGRYDIMNLQYTEANRYDYVHVGTW.... The pIC50 is 7.6. The small molecule is CC(C)(C)OC(=O)N1CC=C(c2cn(-c3ccccc3)nn2)CC1.